From a dataset of Forward reaction prediction with 1.9M reactions from USPTO patents (1976-2016). Predict the product of the given reaction. (1) Given the reactants [CH:1]1([N:6]2[CH2:11][CH2:10][CH:9]([OH:12])[CH2:8][CH2:7]2)[CH2:5][CH2:4][CH2:3][CH2:2]1.Cl[C:14]1[CH:23]=[CH:22][C:21]2[CH:20]3[CH2:24][CH2:25][C:26](=[O:27])[N:19]3[CH2:18][CH2:17][C:16]=2[N:15]=1, predict the reaction product. The product is: [CH:1]1([N:6]2[CH2:7][CH2:8][CH:9]([O:12][C:14]3[CH:23]=[CH:22][C:21]4[CH:20]5[CH2:24][CH2:25][C:26](=[O:27])[N:19]5[CH2:18][CH2:17][C:16]=4[N:15]=3)[CH2:10][CH2:11]2)[CH2:5][CH2:4][CH2:3][CH2:2]1. (2) Given the reactants [CH3:1][O:2][C:3]1[CH:8]=[CH:7][C:6]([S:9]([NH:12][C:13]2[CH:18]=[CH:17][C:16]([N:19]3[CH2:24][CH2:23][C:22](=O)[CH2:21][CH2:20]3)=[CH:15][CH:14]=2)(=[O:11])=[O:10])=[CH:5][CH:4]=1.[NH2:26][CH2:27][CH:28]([C:30]1[CH:35]=[CH:34][CH:33]=[CH:32][CH:31]=1)[OH:29], predict the reaction product. The product is: [OH:29][CH:28]([C:30]1[CH:35]=[CH:34][CH:33]=[CH:32][CH:31]=1)[CH2:27][NH:26][CH:22]1[CH2:23][CH2:24][N:19]([C:16]2[CH:17]=[CH:18][C:13]([NH:12][S:9]([C:6]3[CH:5]=[CH:4][C:3]([O:2][CH3:1])=[CH:8][CH:7]=3)(=[O:10])=[O:11])=[CH:14][CH:15]=2)[CH2:20][CH2:21]1. (3) The product is: [CH2:1]([O:3][C:4]1[CH:5]=[C:6]([CH:9]=[CH:10][C:11]=1[O:12][CH2:13][CH3:14])[CH:7]=[N:19][NH:18][C:15]([NH2:17])=[NH:16])[CH3:2]. Given the reactants [CH2:1]([O:3][C:4]1[CH:5]=[C:6]([CH:9]=[CH:10][C:11]=1[O:12][CH2:13][CH3:14])[CH:7]=O)[CH3:2].[C:15]([NH:18][NH2:19])([NH2:17])=[NH:16].Cl, predict the reaction product. (4) Given the reactants [CH2:1]([O:3][C@H:4]([C:17]([O:19][CH2:20][CH3:21])=[O:18])[CH2:5][C:6]1[CH:16]=[CH:15][C:9]([O:10][CH2:11][C:12]([OH:14])=O)=[CH:8][CH:7]=1)[CH3:2].[CH2:22]([NH:28][CH2:29][C:30]1[CH:35]=[CH:34][CH:33]=[CH:32][CH:31]=1)[CH2:23][CH2:24][CH2:25][CH2:26][CH3:27].Cl.C(N=C=NCCCN(C)C)C, predict the reaction product. The product is: [CH2:29]([N:28]([CH2:22][CH2:23][CH2:24][CH2:25][CH2:26][CH3:27])[C:12](=[O:14])[CH2:11][O:10][C:9]1[CH:8]=[CH:7][C:6]([CH2:5][C@H:4]([O:3][CH2:1][CH3:2])[C:17]([O:19][CH2:20][CH3:21])=[O:18])=[CH:16][CH:15]=1)[C:30]1[CH:35]=[CH:34][CH:33]=[CH:32][CH:31]=1. (5) Given the reactants [Cl:1][C:2]1[CH:11]=[C:10]([CH:12]=O)[CH:9]=[CH:8][C:3]=1[C:4]([O:6][CH3:7])=[O:5].[C:14]1([C:20](=O)[CH2:21][C:22]2[CH:27]=[CH:26][CH:25]=[CH:24][CH:23]=2)[CH:19]=[CH:18][CH:17]=[CH:16][CH:15]=1.[NH2:29][C:30]([NH2:32])=[O:31].Cl.[CH2:34](O)C, predict the reaction product. The product is: [Cl:1][C:2]1[CH:11]=[C:10]([CH:12]2[C:21]([C:22]3[CH:27]=[CH:26][CH:25]=[CH:24][CH:23]=3)=[C:20]([C:14]3[CH:19]=[CH:18][CH:17]=[CH:16][CH:15]=3)[NH:32][C:30](=[O:31])[NH:29]2)[CH:9]=[CH:8][C:3]=1[C:4]([O:6][CH2:7][CH3:34])=[O:5]. (6) Given the reactants [CH2:1]([N:8]1[C:13](=O)[CH2:12][C:11]([CH3:16])([CH3:15])/[C:10](=[N:17]/O)/[C:9]1=O)[C:2]1[CH:7]=[CH:6][CH:5]=[CH:4][CH:3]=1.[H-].[H-].[H-].[H-].[Li+].[Al+3], predict the reaction product. The product is: [CH2:1]([N:8]1[CH2:13][CH2:12][C:11]([CH3:15])([CH3:16])[CH:10]([NH2:17])[CH2:9]1)[C:2]1[CH:3]=[CH:4][CH:5]=[CH:6][CH:7]=1. (7) Given the reactants [Cl:1][C:2]1[C:3]([C:8]2[CH:13]=[C:12]([C:14]([F:17])([F:16])[F:15])[CH:11]=[CH:10][C:9]=2[C:18]2[O:23][C:22](=[O:24])[C:21]3[CH:25]=[C:26](/[CH:30]=[N:31]/[O:32][CH3:33])[CH:27]=[C:28]([CH3:29])[C:20]=3[N:19]=2)=[N:4][CH:5]=[CH:6][CH:7]=1.[CH3:34][NH2:35], predict the reaction product. The product is: [Cl:1][C:2]1[C:3]([C:8]2[CH:13]=[C:12]([C:14]([F:17])([F:16])[F:15])[CH:11]=[CH:10][C:9]=2[C:18]([NH:19][C:20]2[C:28]([CH3:29])=[CH:27][C:26](/[CH:30]=[N:31]/[O:32][CH3:33])=[CH:25][C:21]=2[C:22]([NH:35][CH3:34])=[O:24])=[O:23])=[N:4][CH:5]=[CH:6][CH:7]=1.